From a dataset of Experimentally validated miRNA-target interactions with 360,000+ pairs, plus equal number of negative samples. Binary Classification. Given a miRNA mature sequence and a target amino acid sequence, predict their likelihood of interaction. (1) The miRNA is hsa-miR-424-3p with sequence CAAAACGUGAGGCGCUGCUAU. The protein sequence of the target gene is MAEKALEAVGCGLGPGAVAMAVTLEDGAEPPVLTTHLKKVENHITEAQRFSHLPKRSAVDIEFVELSYSVREGPCWRKRGYKTLLKCLSGKFCRRELIGIMGPSGAGKSTFMNILAGYRESGMKGQILVNGRPRELRTFRKMSCYIMQDDMLLPHLTVLEAMMVSANLKLSEKQEVKKELVTEILTALGLMSCSHTRTALLSGGQRKRLAIALELVNNPPVMFFDEPTSGLDSASCFQVVSLMKSLAQGGRTIICTIHQPSAKLFEMFDKLYILSQGQCIFKGVVTNLIPYLKGLGLHCP.... Result: 0 (no interaction). (2) The miRNA is hsa-miR-31-3p with sequence UGCUAUGCCAACAUAUUGCCAU. The protein sequence of the target gene is MALPRCTWPNYVWRAVMACLVHRGLGAPLTLCMLGCLLQAGHVLSQKLDDVDPLVATNFGKIRGIKKELNNEILGPVIQFLGVPYAAPPTGERRFQPPEPPSPWSDIRNATQFAPVCPQNIIDGRLPEVMLPVWFTNNLDVVSSYVQDQSEDCLYLNIYVPTEDVKRISKECARKPGKKICRKGGPLTKKQTDDLGDNDGAEDEDIRDSGGPKPVMVYIHGGSYMEGTGNLYDGSVLASYGNVIVITVNYRLGVLGFLSTGDQAAKGNYGLLDLIQALRWTSENIGFFGGDPLRITVFGS.... Result: 1 (interaction). (3) The miRNA is mmu-miR-377-3p with sequence AUCACACAAAGGCAACUUUUGU. The protein sequence of the target gene is MLARAERPRPGPRPPPVSLFPPPSSLLLLLLAMLSAPVCGRVPRSVPRTSLPISEADSYLTRFAAPHTYNYSALLVDPASHTLYVGARDSIFALTLPFSGEKPRRIDWMVPETHRQNCRKKGKKEDECHNFIQILAIANASHLLTCGTFAFDPKCGVIDVSSFQQVERLESGRGKCPFEPAQRSAAVMAGGVLYTATVKNFLGTEPIISRAVGRAEDWIRTETLSSWLNAPAFVAAMVLSPAEWGDEDGDDEIFFFFTETSRVLDSYERIKVPRVARVCAGDLGGRKTLQQRWTTFLKAD.... Result: 1 (interaction). (4) The miRNA is bta-miR-154a with sequence UAGGUUAUCCGUGUAGCCUUCG. The protein sequence of the target gene is MDLVLKRCLLHLAVIGALLAVGATKVPRNQDWLGVSRQLRTKAWNRQLYPEWTEAQRLDCWRGGQVSLKVSNDGPTLIGANASFSIALNFPGSQKVLPDGQVIWVNNTIINGSQVWGGQPVYPQETDDACIFPDGGPCPSGSWSQKRSFVYVWKTWGQYWQVLGGPVSGLSIGTGRAMLGTHTMEVTVYHRRGSRSYVPLAHSSSAFTITDQVPFSVSVSQLRALDGGNKHFLRNQPLTFALQLHDPSGYLAEADLSYTWDFGDSSGTLISRALVVTHTYLEPGPVTAQVVLQAAIPLTS.... Result: 0 (no interaction). (5) The miRNA is mmu-miR-30a-3p with sequence CUUUCAGUCGGAUGUUUGCAGC. The protein sequence of the target gene is MAEGEELLPLSTSGGDSWEKDLEEALEAGGCDLETLRNIIQGRPLPAELRAKVWKIALNVAGKGDSLASWDGILDLPEQNTIHKDCLEFIEQLSVPEEKAAELLLDIESVITFYCKSRSVKYSTSLSWIHLLKPLICLQLPRSDLYNCFYAVMNKYIPRDCSLKGRPFHLFRLLIQYHEPELCSFLDTKKITPDSYALNWLGSLFAHYCSTEVTQAIWDGYLQQADPFFIYFLMLIILVNTKEVILAQESDSKEEVIRFLESTPASLNLEDIEDLFSLAQYYCSKTPASFRKDNHHLFGS.... Result: 0 (no interaction). (6) The miRNA is hsa-miR-4306 with sequence UGGAGAGAAAGGCAGUA. The protein sequence of the target gene is MAARKGRRRTCETGEPMEAESGDTSSEGPAQVYLPGRGPPLREGEELVMDEEAYVLYHRAQTGAPCLSFDIVRDHLGDNRTELPLTLYLCAGTQAESAQSNRLMMLRMHNLHGTKPPPSEGSDEEEEEEDEEDEEERKPQLELAMVPHYGGINRVRVSWLGEEPVAGVWSEKGQVEVFALRRLLQVVEEPQALAAFLRDEQAQMKPIFSFAGHMGEGFALDWSPRVTGRLLTGDCQKNIHLWTPTDGGSWHVDQRPFVGHTRSVEDLQWSPTENTVFASCSADASIRIWDIRAAPSKACM.... Result: 1 (interaction). (7) The miRNA is hsa-miR-24-1-5p with sequence UGCCUACUGAGCUGAUAUCAGU. The protein sequence of the target gene is MPEETQTQDQPMEEEEVETFAFQAEIAQLMSLIINTFYSNKEIFLRELISNSSDALDKIRYESLTDPSKLDSGKELHINLIPNKQDRTLTIVDTGIGMTKADLINNLGTIAKSGTKAFMEALQAGADISMIGQFGVGFYSAYLVAEKVTVITKHNDDEQYAWESSAGGSFTVRTDTGEPMGRGTKVILHLKEDQTEYLEERRIKEIVKKHSQFIGYPITLFVEKERDKEVSDDEAEEKEEKEEEKEKEEKESDDKPEIEDVGSDEEEEEKKDGDKKKKKKIKEKYIDQEELNKTKPIWTR.... Result: 0 (no interaction). (8) The miRNA is rno-miR-301a-3p with sequence CAGUGCAAUAGUAUUGUCAAAGC. The protein sequence of the target gene is MAAFGLLSYEQRPLKRPRLGPPDVYPQDPKQKEDELTAVNVKQGFNNQPAFTGDEHGSARNIVINPSKIGAYFSSILAEKLKLNTFQDTGKKKPQVNAKDNYWLVTARSQSAIHSWFSDLAGNKPLSILAKKVPILSKKEDVFAYLAKYSVPMVRATWLIKMTCAYYSAISEAKIKKRQAPDPNLEWTQISTRYLREQLAKISDFYHMASSTGDGPVPVPPEVEQAMKQWEYNEKLAFHMFQEGMLEKHEYLTWILDVLEKIRPMDDDLLKLLLPLMLQYSDEFVQSAYLSRRLAYFCAR.... Result: 0 (no interaction). (9) The miRNA is hsa-miR-7157-3p with sequence UCUGUGCUACUGGAUGAAGAGU. The protein sequence of the target gene is MTKVPPAFDFSFLNDEEARKILQVLERNEELQRAEKDRISKLQKTKRDIRWLQGVTGEWFEEIQRKKFCNETDVSQMLKQPLTYRLSKEMAKNDPIELPTSRSKNVTNQKKPTPFSSRMSFRSSFASLFSFRKSGKETSKLPSLGQKGCDGHAGPPMPVRGAAVQAKIYNSPLENHLVDSTFVPKPAVMREESGMPPPWDASLLENEFFQVLDDLDSKLAQEQSASSVNTRTPLNYGSRTQFGHFYSSGNRHGNITERHKKHYNETSNMSIYDILRPGTPREGFKTFSPRTSTIYDMYRT.... Result: 0 (no interaction).